Dataset: Full USPTO retrosynthesis dataset with 1.9M reactions from patents (1976-2016). Task: Predict the reactants needed to synthesize the given product. (1) Given the product [O:43]=[C:41]1[N:20]2[C:21]3[C:26]([CH2:27][CH:18]([NH:17][C:15](=[O:16])[O:14][CH2:7][C:8]4[CH:13]=[CH:12][CH:11]=[CH:10][CH:9]=4)[C:19]2=[N:39][NH:40]1)=[CH:25][C:24]([O:28][C:29]1[CH:34]=[CH:33][CH:32]=[C:31]([C:35]([F:37])([F:38])[F:36])[CH:30]=1)=[CH:23][CH:22]=3, predict the reactants needed to synthesize it. The reactants are: C(=O)([O-])[O-].[K+].[K+].[CH2:7]([O:14][C:15]([NH:17][CH:18]1[CH2:27][C:26]2[C:21](=[CH:22][CH:23]=[C:24]([O:28][C:29]3[CH:34]=[CH:33][CH:32]=[C:31]([C:35]([F:38])([F:37])[F:36])[CH:30]=3)[CH:25]=2)[N:20]=[C:19]1[NH:39][NH:40][C:41]([O:43]C)=O)=[O:16])[C:8]1[CH:13]=[CH:12][CH:11]=[CH:10][CH:9]=1. (2) The reactants are: Cl[C:2]1[N:7]=[C:6]([N:8]2[CH2:13][CH2:12][N:11](C(OC(C)(C)C)=O)[CH2:10][CH2:9]2)[C:5]([Cl:21])=[CH:4][N:3]=1.C(O)(C(F)(F)F)=O.ClC1N=C(N2CCNCC2)C(Cl)=CN=1.[C:43]([O:47][C:48](=[O:57])[NH:49][C:50]1[CH:55]=[CH:54][CH:53]=[CH:52][C:51]=1[NH2:56])([CH3:46])([CH3:45])[CH3:44]. Given the product [C:43]([O:47][C:48](=[O:57])[NH:49][C:50]1[CH:55]=[CH:54][CH:53]=[CH:52][C:51]=1[NH:56][C:2]1[N:7]=[C:6]([N:8]2[CH2:9][CH2:10][NH:11][CH2:12][CH2:13]2)[C:5]([Cl:21])=[CH:4][N:3]=1)([CH3:46])([CH3:44])[CH3:45], predict the reactants needed to synthesize it.